This data is from Full USPTO retrosynthesis dataset with 1.9M reactions from patents (1976-2016). The task is: Predict the reactants needed to synthesize the given product. (1) The reactants are: [CH:1]1([CH2:4][C:5]([OH:7])=O)[CH2:3][CH2:2]1.C(Cl)Cl.C(N1C=CN=C1)(N1C=CN=C1)=O.Cl.[CH3:24][NH:25][O:26][CH3:27]. Given the product [CH:1]1([CH2:4][C:5]([N:25]([O:26][CH3:27])[CH3:24])=[O:7])[CH2:3][CH2:2]1, predict the reactants needed to synthesize it. (2) Given the product [CH3:14][O:15][C:16]1[CH:17]=[CH:18][C:19]([CH2:20][N:21]([CH2:28][C:3]#[C:2][CH2:1][O:4][C@H:5]([CH2:7][C:8]#[C:9][CH2:10][CH2:11][CH2:12][CH3:13])[CH3:6])[CH2:22][CH2:23][C:24]#[N:25])=[CH:26][CH:27]=1, predict the reactants needed to synthesize it. The reactants are: [CH2:1]([O:4][C@H:5]([CH2:7][C:8]#[C:9][CH2:10][CH2:11][CH2:12][CH3:13])[CH3:6])[C:2]#[CH:3].[CH3:14][O:15][C:16]1[CH:27]=[CH:26][C:19]([CH2:20][NH:21][CH2:22][CH2:23][C:24]#[N:25])=[CH:18][CH:17]=1.[CH2:28]=O. (3) The reactants are: Cl[C:2]([O:4][C:5]1[CH:10]=[CH:9][CH:8]=[CH:7][CH:6]=1)=[O:3].N1C=CC=CC=1.[CH3:17][N:18]1[CH:26]=[C:25]2[C:20]([CH:21]=[CH:22][C:23]([NH2:27])=[CH:24]2)=[N:19]1. Given the product [C:5]1([O:4][C:2](=[O:3])[NH:27][C:23]2[CH:22]=[CH:21][C:20]3[C:25](=[CH:26][N:18]([CH3:17])[N:19]=3)[CH:24]=2)[CH:10]=[CH:9][CH:8]=[CH:7][CH:6]=1, predict the reactants needed to synthesize it.